This data is from Full USPTO retrosynthesis dataset with 1.9M reactions from patents (1976-2016). The task is: Predict the reactants needed to synthesize the given product. (1) Given the product [CH3:6][NH:7][CH2:8][CH2:9][CH2:10][CH2:11][CH2:12][N:13]1[CH2:14][CH2:15][CH2:16][CH2:17]1, predict the reactants needed to synthesize it. The reactants are: C(O[C:6](=O)[NH:7][CH2:8][CH2:9][CH2:10][CH2:11][CH2:12][N:13]1[CH2:17][CH2:16][CH2:15][CH2:14]1)(C)(C)C.[H-].[Al+3].[Li+].[H-].[H-].[H-]. (2) The reactants are: [Cl:1][C:2]1[CH:7]=[CH:6][C:5]([C:8]2[CH:9]=[C:10]3[N:16]=[C:15]([CH2:17][CH2:18][C:19]4[N:24]=[C:23]([NH2:25])[CH:22]=[C:21]([CH3:26])[CH:20]=4)[NH:14][C:11]3=[N:12][CH:13]=2)=[CH:4][CH:3]=1.Cl. Given the product [ClH:1].[Cl:1][C:2]1[CH:3]=[CH:4][C:5]([C:8]2[CH:9]=[C:10]3[N:16]=[C:15]([CH2:17][CH2:18][C:19]4[N:24]=[C:23]([NH2:25])[CH:22]=[C:21]([CH3:26])[CH:20]=4)[NH:14][C:11]3=[N:12][CH:13]=2)=[CH:6][CH:7]=1, predict the reactants needed to synthesize it. (3) Given the product [F:16][C:14]([F:15])([C:17]1[CH:22]=[CH:21][C:20]([F:23])=[CH:19][CH:18]=1)[CH2:13][CH2:12][S:1][C:2]1[CH:10]=[CH:9][CH:8]=[CH:7][C:3]=1[C:4]([OH:6])=[O:5], predict the reactants needed to synthesize it. The reactants are: [SH:1][C:2]1[CH:10]=[CH:9][CH:8]=[CH:7][C:3]=1[C:4]([OH:6])=[O:5].Br[CH2:12][CH2:13][C:14]([C:17]1[CH:22]=[CH:21][C:20]([F:23])=[CH:19][CH:18]=1)([F:16])[F:15].C(=O)([O-])[O-].[K+].[K+].Cl.